This data is from Reaction yield outcomes from USPTO patents with 853,638 reactions. The task is: Predict the reaction yield, written as a fraction of the theoretical maximum amount of product (1.0 means a 100% yield; for example, 0.34 means a 34% yield). The reactants are [C:1]([O:5][C:6]([N:8]1[C@H:13]([C:14]([OH:16])=O)[CH2:12][CH:11]2[CH:9]1[CH2:10]2)=[O:7])([CH3:4])([CH3:3])[CH3:2].Cl.[F:18][C:19]([F:35])([F:34])[C:20]1[N:25]=[CH:24][C:23]([C:26]2[N:31]=[CH:30][N:29]=[C:28]([CH2:32][NH2:33])[CH:27]=2)=[CH:22][CH:21]=1.CCN(C(C)C)C(C)C.CN(C(ON1N=NC2C=CC=NC1=2)=[N+](C)C)C.F[P-](F)(F)(F)(F)F. The catalyst is CN(C)C=O.O. The product is [F:35][C:19]([F:18])([F:34])[C:20]1[N:25]=[CH:24][C:23]([C:26]2[N:31]=[CH:30][N:29]=[C:28]([CH2:32][NH:33][C:14]([C@@H:13]3[CH2:12][CH:11]4[CH:9]([CH2:10]4)[N:8]3[C:6]([O:5][C:1]([CH3:2])([CH3:3])[CH3:4])=[O:7])=[O:16])[CH:27]=2)=[CH:22][CH:21]=1. The yield is 0.550.